This data is from Forward reaction prediction with 1.9M reactions from USPTO patents (1976-2016). The task is: Predict the product of the given reaction. (1) Given the reactants [CH3:1][C:2]1[CH:7]=[C:6]([C:8](=[O:18])[NH:9][CH:10]2[CH2:15][CH2:14][CH:13]([NH:16][CH3:17])[CH2:12][CH2:11]2)[CH:5]=[CH:4][C:3]=1[C:19]1[CH:24]=[CH:23][C:22]([CH2:25][C@H:26]([NH:41][C:42]([C@H:44]2[CH2:49][CH2:48][C@H:47]([CH2:50][NH:51]C(=O)OC(C)(C)C)[CH2:46][CH2:45]2)=[O:43])[C:27](=[O:40])[NH:28][C:29]2[CH:34]=[CH:33][C:32]([C:35]3[NH:39][N:38]=[N:37][N:36]=3)=[CH:31][CH:30]=2)=[CH:21][CH:20]=1.[ClH:59], predict the reaction product. The product is: [ClH:59].[NH2:51][CH2:50][C@H:47]1[CH2:48][CH2:49][C@H:44]([C:42]([NH:41][C@H:26]([C:27](=[O:40])[NH:28][C:29]2[CH:30]=[CH:31][C:32]([C:35]3[NH:39][N:38]=[N:37][N:36]=3)=[CH:33][CH:34]=2)[CH2:25][C:22]2[CH:23]=[CH:24][C:19]([C:3]3[CH:4]=[CH:5][C:6]([C:8]([NH:9][CH:10]4[CH2:11][CH2:12][CH:13]([NH:16][CH3:17])[CH2:14][CH2:15]4)=[O:18])=[CH:7][C:2]=3[CH3:1])=[CH:20][CH:21]=2)=[O:43])[CH2:45][CH2:46]1. (2) Given the reactants [F:1][C:2]1[CH:10]=[CH:9][C:5]([C:6]([NH2:8])=[O:7])=[CH:4][CH:3]=1.Cl[CH2:12][C:13](=O)[CH2:14][CH2:15][C:16]([O:18][CH3:19])=[O:17], predict the reaction product. The product is: [F:1][C:2]1[CH:10]=[CH:9][C:5]([C:6]2[O:7][CH:12]=[C:13]([CH2:14][CH2:15][C:16]([O:18][CH3:19])=[O:17])[N:8]=2)=[CH:4][CH:3]=1. (3) Given the reactants Br[C:2]1[N:6]2[N:7]=[C:8]([NH:11][CH2:12][CH2:13][CH2:14][CH3:15])[CH:9]=[CH:10][C:5]2=[N:4][CH:3]=1.CC1(C)C(C)(C)OB([C:24]2[CH:25]=[CH:26][C:27]([NH:30]C(=O)OC(C)(C)C)=[N:28][CH:29]=2)O1.P([O-])([O-])([O-])=O.[K+].[K+].[K+], predict the reaction product. The product is: [NH2:30][C:27]1[N:28]=[CH:29][C:24]([C:2]2[N:6]3[N:7]=[C:8]([NH:11][CH2:12][CH2:13][CH2:14][CH3:15])[CH:9]=[CH:10][C:5]3=[N:4][CH:3]=2)=[CH:25][CH:26]=1. (4) Given the reactants O.O.O.O.O.O.O.O.O.O.O.O.[P:13]([O-:17])([O-:16])([O-:15])=[O:14].[Na+].[Na+].[Na+].[Cl-].[Ca+2:22].[Cl-], predict the reaction product. The product is: [P:13]([O-:17])([O-:16])([O-:15])=[O:14].[Ca+2:22].[Ca+2:22].[Ca+2:22].[P:13]([O-:17])([O-:16])([O-:15])=[O:14]. (5) Given the reactants Br[C:2]1[C:7]2[O:8][CH2:9][O:10][C:6]=2[C:5]([O:11][CH3:12])=[CH:4][CH:3]=1.C([Li])CCC.CCCCCC.[CH3:24][CH2:25][O:26][C:27]([CH:29]1[CH2:35][CH2:34][C:32](=[O:33])[CH2:31][CH2:30]1)=[O:28].[Cl-].[NH4+].Cl, predict the reaction product. The product is: [OH:33][C:32]1([C:2]2[C:7]3[O:8][CH2:9][O:10][C:6]=3[C:5]([O:11][CH3:12])=[CH:4][CH:3]=2)[CH2:31][CH2:30][CH:29]([C:27]([O:26][CH2:25][CH3:24])=[O:28])[CH2:35][CH2:34]1. (6) Given the reactants [NH2:1][C@H:2]1[CH2:7][CH2:6][CH2:5][CH2:4][C@H:3]1[NH:8][C:9]1[C:16]([F:17])=[CH:15][C:12]([C:13]#[N:14])=[C:11]([NH:18][C:19]2[O:23][N:22]=[C:21]([C:24]3[CH:29]=[CH:28][CH:27]=[CH:26][CH:25]=3)[CH:20]=2)[CH:10]=1.CC[OH:32], predict the reaction product. The product is: [NH2:1][C@H:2]1[CH2:7][CH2:6][CH2:5][CH2:4][C@H:3]1[NH:8][C:9]1[C:16]([F:17])=[CH:15][C:12]([C:13]([NH2:14])=[O:32])=[C:11]([NH:18][C:19]2[O:23][N:22]=[C:21]([C:24]3[CH:29]=[CH:28][CH:27]=[CH:26][CH:25]=3)[CH:20]=2)[CH:10]=1. (7) Given the reactants C(Cl)Cl.[C:4]([NH:8][S:9]([C:12]1[CH:17]=[CH:16][CH:15]=[C:14](B2OC(C)(C)C(C)(C)O2)[CH:13]=1)(=[O:11])=[O:10])([CH3:7])([CH3:6])[CH3:5].Br[C:28]1[N:33]=[C:32]([NH:34][C:35]2[CH:39]=[C:38]([CH:40]3[CH2:42][CH2:41]3)[NH:37][N:36]=2)[C:31]([C:43]#[C:44][Si](C)(C)C)=[CH:30][N:29]=1.C([O-])([O-])=O.[Na+].[Na+], predict the reaction product. The product is: [C:4]([NH:8][S:9]([C:12]1[CH:17]=[CH:16][CH:15]=[C:14]([C:28]2[N:33]=[C:32]([NH:34][C:35]3[NH:36][N:37]=[C:38]([CH:40]4[CH2:42][CH2:41]4)[CH:39]=3)[C:31]([C:43]#[CH:44])=[CH:30][N:29]=2)[CH:13]=1)(=[O:10])=[O:11])([CH3:5])([CH3:6])[CH3:7].